This data is from Reaction yield outcomes from USPTO patents with 853,638 reactions. The task is: Predict the reaction yield, written as a fraction of the theoretical maximum amount of product (1.0 means a 100% yield; for example, 0.34 means a 34% yield). (1) The reactants are [NH2:1][CH:2]1[CH2:7][CH2:6][N:5]([CH2:8][CH2:9][N:10]2[C:19]3[C:14](=[CH:15][CH:16]=[C:17]([O:20][CH3:21])[CH:18]=3)[N:13]=[C:12]([CH3:22])[C:11]2=[O:23])[CH2:4][CH2:3]1.[O:24]=[C:25]1[CH2:30][O:29][C:28]2[CH:31]=[CH:32][C:33]([CH:35]=O)=[N:34][C:27]=2[NH:26]1.C(O[BH-](OC(=O)C)OC(=O)C)(=O)C.[Na+]. No catalyst specified. The product is [CH3:21][O:20][C:17]1[CH:18]=[C:19]2[C:14]([N:13]=[C:12]([CH3:22])[C:11](=[O:23])[N:10]2[CH2:9][CH2:8][N:5]2[CH2:4][CH2:3][CH:2]([NH:1][CH2:35][C:33]3[CH:32]=[CH:31][C:28]4[O:29][CH2:30][C:25](=[O:24])[NH:26][C:27]=4[N:34]=3)[CH2:7][CH2:6]2)=[CH:15][CH:16]=1. The yield is 0.730. (2) The reactants are [F:1][C:2]1[C:3]([O:11][CH2:12][C:13]2[CH:18]=[CH:17][CH:16]=[CH:15][CH:14]=2)=[C:4]([C:8](=[NH:10])[NH2:9])[CH:5]=[CH:6][CH:7]=1.C[O-].[Na+].[C:22]([CH:25]([CH2:30][CH:31]([CH3:33])[CH3:32])[C:26](OC)=[O:27])(=O)[CH3:23]. The catalyst is CO.O1CCOCC1. The product is [F:1][C:2]1[C:3]([O:11][CH2:12][C:13]2[CH:18]=[CH:17][CH:16]=[CH:15][CH:14]=2)=[C:4]([C:8]2[NH:9][C:22]([CH3:23])=[C:25]([CH2:30][CH:31]([CH3:33])[CH3:32])[C:26](=[O:27])[N:10]=2)[CH:5]=[CH:6][CH:7]=1. The yield is 0.190. (3) The reactants are [CH2:1]([O:3][C:4]1[N:8]([C:9]2[C:17]3[O:16][CH2:15][C@@H:14]([N:18](C(=O)C(F)(F)F)[C:19]4[CH:32]=[CH:31][C:22]5[C@H:23]([CH2:26][C:27]([O:29]C)=[O:28])[CH2:24][O:25][C:21]=5[CH:20]=4)[C:13]=3[CH:12]=[CH:11][CH:10]=2)[C:7]2[C:39]([F:44])=[C:40]([F:43])[CH:41]=[CH:42][C:6]=2[N:5]=1)[CH3:2].[OH-].[Na+].Cl. The catalyst is O1CCCC1.CO.O. The product is [CH2:1]([O:3][C:4]1[N:8]([C:9]2[C:17]3[O:16][CH2:15][C@@H:14]([NH:18][C:19]4[CH:32]=[CH:31][C:22]5[C@H:23]([CH2:26][C:27]([OH:29])=[O:28])[CH2:24][O:25][C:21]=5[CH:20]=4)[C:13]=3[CH:12]=[CH:11][CH:10]=2)[C:7]2[C:39]([F:44])=[C:40]([F:43])[CH:41]=[CH:42][C:6]=2[N:5]=1)[CH3:2]. The yield is 0.880. (4) The catalyst is CO.[OH-].[Pd+2].[OH-]. The product is [F:26][C:2]([F:1])([F:27])[C:3]([NH:5][CH2:6][CH2:7][CH2:8][C:9]1[C:10]([NH2:25])=[N:11][C:12](=[O:24])[N:13]([CH:23]=1)[C@@H:14]1[O:22][C@H:19]([CH2:20][OH:21])[C@@H:17]([OH:18])[C@H:15]1[OH:16])=[O:4]. The yield is 0.710. The reactants are [F:1][C:2]([F:27])([F:26])[C:3]([NH:5][CH2:6][C:7]#[C:8][C:9]1[C:10]([NH2:25])=[N:11][C:12](=[O:24])[N:13]([CH:23]=1)[C@@H:14]1[O:22][C@H:19]([CH2:20][OH:21])[C@@H:17]([OH:18])[C@H:15]1[OH:16])=[O:4].C([SiH](CC)CC)C. (5) The reactants are [CH3:1][S:2]([C:5]1[CH:23]=[CH:22][C:8]([CH:9]=[C:10]2[C:19]3[C:14](=[CH:15][CH:16]=[CH:17][CH:18]=3)[CH2:13][CH2:12]/[C:11]/2=[N:20]\[OH:21])=[CH:7][CH:6]=1)(=[O:4])=[O:3].[CH2:24](Br)[C:25]1[CH:30]=[CH:29][CH:28]=[CH:27][CH:26]=1.C(=O)([O-])[O-].[K+].[K+].CN(C)C=O. The catalyst is ClCCl.O. The product is [CH2:24]([O:21]/[N:20]=[C:11]1/[C:10](=[CH:9][C:8]2[CH:7]=[CH:6][C:5]([S:2]([CH3:1])(=[O:4])=[O:3])=[CH:23][CH:22]=2)[C:19]2[C:14]([CH2:13][CH2:12]/1)=[CH:15][CH:16]=[CH:17][CH:18]=2)[C:25]1[CH:30]=[CH:29][CH:28]=[CH:27][CH:26]=1. The yield is 0.820. (6) The reactants are [CH3:1][C:2]1[CH:6]=[C:5]([CH3:7])[N:4]([C:8]2[CH:9]=[C:10]([CH:25]=[CH:26][CH:27]=2)[O:11][C:12]2[CH:24]=[CH:23][C:22]3[C:21]4[C:16](=[CH:17][CH:18]=[CH:19][CH:20]=4)[NH:15][C:14]=3[CH:13]=2)[N:3]=1.Cl[C:29]1[CH:34]=[C:33]([C:35]2[CH:40]=[CH:39][CH:38]=[CH:37][CH:36]=2)[CH:32]=[CH:31][N:30]=1. No catalyst specified. The product is [CH3:1][C:2]1[CH:6]=[C:5]([CH3:7])[N:4]([C:8]2[CH:9]=[C:10]([CH:25]=[CH:26][CH:27]=2)[O:11][C:12]2[CH:24]=[CH:23][C:22]3[C:21]4[C:16](=[CH:17][CH:18]=[CH:19][CH:20]=4)[N:15]([C:29]4[CH:34]=[C:33]([C:35]5[CH:40]=[CH:39][CH:38]=[CH:37][CH:36]=5)[CH:32]=[CH:31][N:30]=4)[C:14]=3[CH:13]=2)[N:3]=1. The yield is 0.950. (7) The reactants are [NH:1]1[CH2:5][CH2:4][CH2:3][CH2:2]1.C([O-])([O-])=O.[K+].[K+].[C:12]([O:16][C:17]([C:19]1[C:20](OS(C(F)(F)F)(=O)=O)=[N:21][C:22]2[C:27]([C:28]=1[C:29]1[CH:34]=[CH:33][CH:32]=[C:31]([Cl:35])[CH:30]=1)=[CH:26][C:25]([Cl:36])=[CH:24][CH:23]=2)=[O:18])([CH3:15])([CH3:14])[CH3:13]. The catalyst is CS(C)=O.O. The product is [C:12]([O:16][C:17]([C:19]1[C:20]([N:1]2[CH2:5][CH2:4][CH2:3][CH2:2]2)=[N:21][C:22]2[C:27]([C:28]=1[C:29]1[CH:34]=[CH:33][CH:32]=[C:31]([Cl:35])[CH:30]=1)=[CH:26][C:25]([Cl:36])=[CH:24][CH:23]=2)=[O:18])([CH3:15])([CH3:13])[CH3:14]. The yield is 0.710. (8) The reactants are [C:1]([O:9][CH:10](/[CH:37]=[CH:38]/[C@@H:39]([C@@H:48]1[O:53][C@H:52]2[CH2:54][CH2:55][C@H:56]([CH2:58][CH:59]([OH:106])[CH:60]([CH:70]3[C@@H:74]([O:75][CH3:76])[C@@H:73]([CH2:77][C@H:78]([O:88][Si:89]([C:92]([CH3:95])([CH3:94])[CH3:93])([CH3:91])[CH3:90])[CH2:79][O:80][Si:81]([C:84]([CH3:87])([CH3:86])[CH3:85])([CH3:83])[CH3:82])[O:72][C@H:71]3[CH2:96][CH2:97][O:98][Si:99]([CH2:104][CH3:105])([CH2:102][CH3:103])[CH2:100][CH3:101])[S:61]([C:64]3[CH:69]=[CH:68][CH:67]=[CH:66][CH:65]=3)(=[O:63])=[O:62])[O:57][C@@H:51]2[C@H:50]([O:107][Si:108]([C:111]([CH3:114])([CH3:113])[CH3:112])([CH3:110])[CH3:109])[C@@H:49]1[O:115][Si:116]([C:119]([CH3:122])([CH3:121])[CH3:120])([CH3:118])[CH3:117])[O:40][Si:41]([C:44]([CH3:47])([CH3:46])[CH3:45])([CH3:43])[CH3:42])[CH2:11][CH2:12][C@@H:13]1[O:21][C@@H:20]2[C@@:15]([CH2:35][I:36])([O:16][C@@H:17]([CH2:22][C@@H:23]([CH3:34])[C:24]([O:26][S:27]([C:30]([F:33])([F:32])[F:31])(=[O:29])=[O:28])=[CH2:25])[CH2:18][CH2:19]2)[CH2:14]1)(=[O:8])[C:2]1[CH:7]=[CH:6][CH:5]=[CH:4][CH:3]=1.C(=O)(O)[O-].[Na+].CC(OI1(OC(C)=O)(OC(C)=O)OC(=O)C2C=CC=CC1=2)=O. The catalyst is C(Cl)Cl. The product is [C:1]([O:9][CH:10](/[CH:37]=[CH:38]/[C@@H:39]([C@@H:48]1[O:53][C@H:52]2[CH2:54][CH2:55][C@H:56]([CH2:58][C:59](=[O:106])[CH:60]([C@@H:70]3[C@@H:74]([O:75][CH3:76])[C@@H:73]([CH2:77][C@H:78]([O:88][Si:89]([C:92]([CH3:93])([CH3:95])[CH3:94])([CH3:91])[CH3:90])[CH2:79][O:80][Si:81]([C:84]([CH3:86])([CH3:85])[CH3:87])([CH3:82])[CH3:83])[O:72][C@H:71]3[CH2:96][CH2:97][O:98][Si:99]([CH2:104][CH3:105])([CH2:100][CH3:101])[CH2:102][CH3:103])[S:61]([C:64]3[CH:69]=[CH:68][CH:67]=[CH:66][CH:65]=3)(=[O:63])=[O:62])[O:57][C@@H:51]2[C@H:50]([O:107][Si:108]([C:111]([CH3:114])([CH3:113])[CH3:112])([CH3:110])[CH3:109])[C@@H:49]1[O:115][Si:116]([C:119]([CH3:120])([CH3:121])[CH3:122])([CH3:117])[CH3:118])[O:40][Si:41]([C:44]([CH3:47])([CH3:46])[CH3:45])([CH3:43])[CH3:42])[CH2:11][CH2:12][C@@H:13]1[O:21][C@@H:20]2[C@@:15]([CH2:35][I:36])([O:16][C@@H:17]([CH2:22][C@@H:23]([CH3:34])[C:24]([O:26][S:27]([C:30]([F:32])([F:31])[F:33])(=[O:28])=[O:29])=[CH2:25])[CH2:18][CH2:19]2)[CH2:14]1)(=[O:8])[C:2]1[CH:3]=[CH:4][CH:5]=[CH:6][CH:7]=1. The yield is 0.960.